Dataset: Clinical trial toxicity outcomes and FDA approval status for drugs. Task: Regression/Classification. Given a drug SMILES string, predict its toxicity properties. Task type varies by dataset: regression for continuous values (e.g., LD50, hERG inhibition percentage) or binary classification for toxic/non-toxic outcomes (e.g., AMES mutagenicity, cardiotoxicity, hepatotoxicity). Dataset: clintox. The molecule is O=C(CCCCC(=O)Nc1c(I)cc(I)c(C(=O)[O-])c1I)Nc1c(I)cc(I)c(C(=O)[O-])c1I. The result is 0 (passed clinical trial).